Regression. Given a peptide amino acid sequence and an MHC pseudo amino acid sequence, predict their binding affinity value. This is MHC class II binding data. From a dataset of Peptide-MHC class II binding affinity with 134,281 pairs from IEDB. (1) The peptide sequence is APQINFFYYLGEPIV. The MHC is DRB1_0404 with pseudo-sequence DRB1_0404. The binding affinity (normalized) is 0.304. (2) The MHC is DRB1_1201 with pseudo-sequence DRB1_1201. The peptide sequence is TLWQRPVVTIKIGGQLREAL. The binding affinity (normalized) is 0.343. (3) The peptide sequence is RMFSSTLRAAVPWYA. The MHC is DRB1_1001 with pseudo-sequence DRB1_1001. The binding affinity (normalized) is 0.863. (4) The peptide sequence is NCNIAPLMVAYMLER. The MHC is DRB5_0101 with pseudo-sequence DRB5_0101. The binding affinity (normalized) is 0.240. (5) The binding affinity (normalized) is 0.133. The peptide sequence is KEADYSQIPISINYR. The MHC is HLA-DPA10201-DPB10501 with pseudo-sequence HLA-DPA10201-DPB10501.